From a dataset of Full USPTO retrosynthesis dataset with 1.9M reactions from patents (1976-2016). Predict the reactants needed to synthesize the given product. (1) Given the product [ClH:53].[ClH:53].[CH:39]1([C@H:14]([NH:13][C:11](=[O:12])[C@H:10]([CH3:45])[NH:7][CH2:8][CH3:9])[C:15]([N:17]2[C@H:22]([C:23]([NH:24][C@H:25]3[C:34]4[C:29](=[CH:30][CH:31]=[CH:32][CH:33]=4)[O:28][CH2:27][CH2:26]3)=[O:35])[CH2:21][N:20]3[CH2:36][CH2:37][CH2:38][C@@H:19]3[CH2:18]2)=[O:16])[CH2:44][CH2:43][CH2:42][CH2:41][CH2:40]1, predict the reactants needed to synthesize it. The reactants are: C(OC(=O)[N:7]([C@@H:10]([CH3:45])[C:11]([NH:13][C@@H:14]([CH:39]1[CH2:44][CH2:43][CH2:42][CH2:41][CH2:40]1)[C:15]([N:17]1[C@H:22]([C:23](=[O:35])[NH:24][C@H:25]2[C:34]3[C:29](=[CH:30][CH:31]=[CH:32][CH:33]=3)[O:28][CH2:27][CH2:26]2)[CH2:21][N:20]2[CH2:36][CH2:37][CH2:38][C@@H:19]2[CH2:18]1)=[O:16])=[O:12])[CH2:8][CH3:9])(C)(C)C.C(OCC)(=O)C.[ClH:53]. (2) Given the product [CH3:1][O:2][C:3]([C:4]1[N:23]=[C:20]([CH3:21])[S:22][C:5]=1[C:6]1[CH:11]=[C:10]([C:12]([F:15])([F:14])[F:13])[CH:9]=[C:8]([F:16])[CH:7]=1)=[O:19], predict the reactants needed to synthesize it. The reactants are: [CH3:1][O:2][C:3](=[O:19])[C:4](=O)[CH:5](Cl)[C:6]1[CH:11]=[C:10]([C:12]([F:15])([F:14])[F:13])[CH:9]=[C:8]([F:16])[CH:7]=1.[C:20]([NH2:23])(=[S:22])[CH3:21]. (3) The reactants are: [CH3:1][N:2]([CH3:17])[C:3]([C:5]1([C:11]2[CH:16]=[CH:15][CH:14]=[CH:13][CH:12]=2)[CH2:10][CH2:9][NH:8][CH2:7][CH2:6]1)=[O:4].[ClH:18].C(N([C:24]1([C:56]2[CH:61]=[CH:60][CH:59]=[CH:58][CH:57]=2)[CH2:29][CH2:28][N:27]([CH2:30][CH2:31][CH2:32][C:33]2([C:48]3[CH:53]=[CH:52][C:51]([Cl:54])=[C:50]([Cl:55])[CH:49]=3)[CH2:39][CH2:38][CH2:37][CH2:36][N:35]([C:40](=[O:47])[C:41]3[CH:46]=[CH:45][CH:44]=[CH:43][CH:42]=3)[CH2:34]2)[CH2:26][CH2:25]1)C)(=O)C.C([O-])([O-])=O.[K+].[K+]. Given the product [OH2:4].[ClH:54].[C:40]([N:35]1[CH2:36][CH2:37][CH2:38][CH2:39][C:33]([C:48]2[CH:53]=[CH:52][C:51]([Cl:54])=[C:50]([Cl:55])[CH:49]=2)([CH2:32][CH2:31][CH2:30][N:8]2[CH2:7][CH2:6][C:5]([C:3]([N:2]([CH3:17])[CH3:1])=[O:4])([C:11]3[CH:16]=[CH:15][CH:14]=[CH:13][CH:12]=3)[CH2:10][CH2:9]2)[CH2:34]1)(=[O:47])[C:41]1[CH:42]=[CH:43][CH:44]=[CH:45][CH:46]=1.[C:40]([N:35]1[CH2:36][CH2:37][CH2:38][CH2:39][C:33]([CH2:32][CH2:31][CH2:30][N:27]2[CH2:28][CH2:29][C:24]([C:56]3[CH:61]=[CH:60][CH:59]=[CH:58][CH:57]=3)([C:3]([N:2]([CH3:17])[CH3:1])=[O:4])[CH2:25][CH2:26]2)([C:48]2[CH:53]=[CH:52][C:51]([Cl:54])=[C:50]([Cl:55])[CH:49]=2)[CH2:34]1)(=[O:47])[C:41]1[CH:46]=[CH:45][CH:44]=[CH:43][CH:42]=1.[ClH:18], predict the reactants needed to synthesize it. (4) The reactants are: [CH3:1][O:2][C:3](=[O:20])[NH:4][C:5]1[CH:10]=[CH:9][C:8]([NH:11][CH2:12][CH:13]2[CH2:18][CH2:17][O:16][CH2:15][CH2:14]2)=[C:7]([NH2:19])[CH:6]=1.[CH3:21][C:22]([CH3:27])([CH3:26])[C:23](Cl)=O. Given the product [CH3:1][O:2][C:3](=[O:20])[NH:4][C:5]1[CH:10]=[CH:9][C:8]2[N:11]([CH2:12][CH:13]3[CH2:18][CH2:17][O:16][CH2:15][CH2:14]3)[C:21]([C:22]([CH3:27])([CH3:26])[CH3:23])=[N:19][C:7]=2[CH:6]=1, predict the reactants needed to synthesize it. (5) Given the product [CH2:21]([N:23]([CH2:24][C@@H:25]1[CH2:29][CH2:28][CH2:27][O:26]1)[C:8]1[N:13]=[C:12]2[N:14]([CH3:18])[N:15]=[C:16]([CH3:17])[C:11]2=[CH:10][C:9]=1[CH:19]=[O:20])[CH3:22], predict the reactants needed to synthesize it. The reactants are: C(=O)([O-])[O-].[K+].[K+].Cl[C:8]1[N:13]=[C:12]2[N:14]([CH3:18])[N:15]=[C:16]([CH3:17])[C:11]2=[CH:10][C:9]=1[CH:19]=[O:20].[CH2:21]([NH:23][CH2:24][C@@H:25]1[CH2:29][CH2:28][CH2:27][O:26]1)[CH3:22].O. (6) Given the product [F:38][C:34]1[CH:33]=[C:32]([CH:37]=[CH:36][CH:35]=1)[CH2:31][NH:30][C:26]1[N:25]=[C:24]([C:23]2[C:18]3[C:19](=[N:20][C:15]([NH:14][CH:11]4[CH2:10][CH2:9][CH:8]([NH2:7])[CH2:13][CH2:12]4)=[N:16][CH:17]=3)[NH:21][N:22]=2)[CH:29]=[CH:28][N:27]=1, predict the reactants needed to synthesize it. The reactants are: C(OC(=O)[NH:7][CH:8]1[CH2:13][CH2:12][CH:11]([NH:14][C:15]2[N:20]=[C:19]3[NH:21][N:22]=[C:23]([C:24]4[CH:29]=[CH:28][N:27]=[C:26]([NH:30][CH2:31][C:32]5[CH:37]=[CH:36][CH:35]=[C:34]([F:38])[CH:33]=5)[N:25]=4)[C:18]3=[CH:17][N:16]=2)[CH2:10][CH2:9]1)(C)(C)C.Cl.